This data is from Reaction yield outcomes from USPTO patents with 853,638 reactions. The task is: Predict the reaction yield, written as a fraction of the theoretical maximum amount of product (1.0 means a 100% yield; for example, 0.34 means a 34% yield). (1) The reactants are [CH3:1][O:2][C:3]1[CH:4]=[C:5]([CH:11]2[CH2:16][CH2:15][N:14]([C:17]3[C:18]([CH3:37])=[C:19]([CH3:36])[C:20]4[O:24][C:23]([CH3:26])([CH3:25])[C:22]([C:28]5[CH:33]=[CH:32][CH:31]=[CH:30][CH:29]=5)(O)[C:21]=4[C:34]=3[CH3:35])[CH2:13][CH2:12]2)[CH:6]=[CH:7][C:8]=1[O:9][CH3:10]. The catalyst is C(O)C. The product is [CH3:1][O:2][C:3]1[CH:4]=[C:5]([CH:11]2[CH2:12][CH2:13][N:14]([C:17]3[C:18]([CH3:37])=[C:19]([CH3:36])[C:20]4[O:24][C:23]([CH3:26])([CH3:25])[CH:22]([C:28]5[CH:33]=[CH:32][CH:31]=[CH:30][CH:29]=5)[C:21]=4[C:34]=3[CH3:35])[CH2:15][CH2:16]2)[CH:6]=[CH:7][C:8]=1[O:9][CH3:10]. The yield is 0.650. (2) The reactants are [CH3:1][N:2]1[CH2:7][CH2:6][N:5]([C:8]2[CH:13]=[CH:12][CH:11]=[C:10]([N+:14]([O-])=O)[CH:9]=2)[C:4](=[O:17])[CH2:3]1. The catalyst is CO.[Pd].C1(C)C=CC=CC=1. The product is [NH2:14][C:10]1[CH:9]=[C:8]([N:5]2[CH2:6][CH2:7][N:2]([CH3:1])[CH2:3][C:4]2=[O:17])[CH:13]=[CH:12][CH:11]=1. The yield is 0.930. (3) The reactants are [CH2:1]([O:8][C:9]([NH:11][C:12]1[C:13]([C:23]([O:25]CC)=[O:24])=[N:14][C:15]2[C:20]([CH:21]=1)=[CH:19][CH:18]=[C:17](Br)[CH:16]=2)=[O:10])[C:2]1[CH:7]=[CH:6][CH:5]=[CH:4][CH:3]=1.[O-]P([O-])([O-])=O.[K+].[K+].[K+].[CH:36](B1OC(C)(C)C(C)(C)O1)=[CH2:37].CC(O)=O. The catalyst is O1CCOCC1.CC(C1C=C(C(C)C)C(C2C=CC=C(P(C3CCCCC3)C3CCCCC3)C=2)=C(C(C)C)C=1)C.C1C=[C-]C(C2C(N)=CC=CC=2)=CC=1.Cl[Pd+]. The product is [CH2:1]([O:8][C:9]([NH:11][C:12]1[C:13]([C:23]([OH:25])=[O:24])=[N:14][C:15]2[C:20]([CH:21]=1)=[CH:19][CH:18]=[C:17]([CH:36]=[CH2:37])[CH:16]=2)=[O:10])[C:2]1[CH:7]=[CH:6][CH:5]=[CH:4][CH:3]=1. The yield is 0.850. (4) The reactants are ClC1C=C(C=CC=1OC)C[N:6]1[CH2:11][CH2:10][CH:9]([NH:12][C:13]([N:15]2[CH2:20][CH2:19][C:18](=[CH:21][C:22]3[CH:27]=[C:26]([F:28])[CH:25]=[CH:24][C:23]=3[F:29])[CH2:17][CH2:16]2)=[O:14])[CH2:8][CH2:7]1.C(N(CC)C(C)C)(C)C.[F:44][C:45]([F:56])([F:55])[C:46](O[C:46](=[O:47])[C:45]([F:56])([F:55])[F:44])=[O:47].O. The catalyst is ClCCl. The product is [F:29][C:23]1[CH:24]=[CH:25][C:26]([F:28])=[CH:27][C:22]=1[CH:21]=[C:18]1[CH2:17][CH2:16][N:15]([C:13]([NH:12][CH:9]2[CH2:10][CH2:11][N:6]([C:46](=[O:47])[C:45]([F:56])([F:55])[F:44])[CH2:7][CH2:8]2)=[O:14])[CH2:20][CH2:19]1. The yield is 0.110. (5) The reactants are [CH3:1][C:2]1[N:6]([C:7]([C:20]2[CH:25]=[CH:24][CH:23]=[CH:22][CH:21]=2)([C:14]2[CH:19]=[CH:18][CH:17]=[CH:16][CH:15]=2)[C:8]2[CH:13]=[CH:12][CH:11]=[CH:10][CH:9]=2)[CH:5]=[N:4][C:3]=1[CH:26]([OH:37])[C:27]#[C:28][CH2:29][O:30][CH:31]1[CH2:36][CH2:35][CH2:34][CH2:33][O:32]1. The catalyst is ClCCl.[O-2].[Mn+4].[O-2]. The product is [CH3:1][C:2]1[N:6]([C:7]([C:14]2[CH:15]=[CH:16][CH:17]=[CH:18][CH:19]=2)([C:20]2[CH:25]=[CH:24][CH:23]=[CH:22][CH:21]=2)[C:8]2[CH:9]=[CH:10][CH:11]=[CH:12][CH:13]=2)[CH:5]=[N:4][C:3]=1[C:26](=[O:37])[C:27]#[C:28][CH2:29][O:30][CH:31]1[CH2:36][CH2:35][CH2:34][CH2:33][O:32]1. The yield is 0.570. (6) The reactants are [CH2:1]([O:3][C:4]1[CH:30]=[CH:29][C:7]([CH2:8][N:9]2[C:13]3[CH:14]=[C:15]([O:19][CH2:20][CH2:21][CH2:22][C:23]([O:25][CH2:26][CH3:27])=[O:24])[CH:16]=[C:17]([CH3:18])[C:12]=3[N:11]=[C:10]2[CH3:28])=[C:6]([CH:31]=[CH2:32])[CH:5]=1)[CH3:2]. The catalyst is CCO.[Pd]. The product is [CH2:1]([O:3][C:4]1[CH:30]=[CH:29][C:7]([CH2:8][N:9]2[C:13]3[CH:14]=[C:15]([O:19][CH2:20][CH2:21][CH2:22][C:23]([O:25][CH2:26][CH3:27])=[O:24])[CH:16]=[C:17]([CH3:18])[C:12]=3[N:11]=[C:10]2[CH3:28])=[C:6]([CH2:31][CH3:32])[CH:5]=1)[CH3:2]. The yield is 1.00.